The task is: Predict the reactants needed to synthesize the given product.. This data is from Full USPTO retrosynthesis dataset with 1.9M reactions from patents (1976-2016). (1) Given the product [Cl-:30].[C:8]([N:12]([C:28]([CH:22]1[CH2:27][CH2:26][CH2:25][CH2:24][CH2:23]1)=[O:29])[C:13]1[N:3]2[CH:4]=[CH:5][CH:6]=[CH:7][C:2]2=[N+:1]([C:14]([CH:15]2[CH2:20][CH2:19][CH2:18][CH2:17][CH2:16]2)=[O:21])[C:14]=1[C:15]1[CH:20]=[CH:19][CH:18]=[CH:17][CH:16]=1)([CH3:11])([CH3:10])[CH3:9], predict the reactants needed to synthesize it. The reactants are: [NH2:1][C:2]1[CH:7]=[CH:6][CH:5]=[CH:4][N:3]=1.[C:8]([N+:12]#[C-:13])([CH3:11])([CH3:10])[CH3:9].[CH:14](=[O:21])[C:15]1[CH:20]=[CH:19][CH:18]=[CH:17][CH:16]=1.[CH:22]1([C:28]([Cl:30])=[O:29])[CH2:27][CH2:26][CH2:25][CH2:24][CH2:23]1. (2) Given the product [CH3:21][N:19]([CH3:20])[CH2:18][CH2:17][N:12]1[C:11](=[O:22])[C:10]2[CH:23]=[CH:24][CH:25]=[C:8]3[C:9]=2[C:14](=[C:15]2[C:2]([NH:1][C:34](=[O:35])[O:36][CH2:37][CH:38]=[CH2:39])=[CH:3][CH:4]=[CH:5][C:6]2=[CH:7]3)[C:13]1=[O:16], predict the reactants needed to synthesize it. The reactants are: [NH2:1][C:2]1[C:15]2[C:6](=[CH:7][C:8]3[C:9]4[C:14]=2[C:13](=[O:16])[N:12]([CH2:17][CH2:18][N:19]([CH3:21])[CH3:20])[C:11](=[O:22])[C:10]=4[CH:23]=[CH:24][CH:25]=3)[CH:5]=[CH:4][CH:3]=1.C(N(CC)CC)C.Cl[C:34]([O:36][CH2:37][CH:38]=[CH2:39])=[O:35].C(Cl)Cl.CO. (3) Given the product [OH:31][CH:16]1[CH:15]([NH:14][C:13](=[O:32])[C@@H:8]([NH2:7])[CH2:9][CH:10]([CH3:12])[CH3:11])[CH2:21][CH2:20][CH2:19][N:18]([S:22]([C:25]2[CH:30]=[CH:29][CH:28]=[CH:27][N:26]=2)(=[O:24])=[O:23])[CH2:17]1, predict the reactants needed to synthesize it. The reactants are: C(OC(=O)[NH:7][C@H:8]([C:13](=[O:32])[NH:14][CH:15]1[CH2:21][CH2:20][CH2:19][N:18]([S:22]([C:25]2[CH:30]=[CH:29][CH:28]=[CH:27][N:26]=2)(=[O:24])=[O:23])[CH2:17][CH:16]1[OH:31])[CH2:9][CH:10]([CH3:12])[CH3:11])(C)(C)C.Cl. (4) The reactants are: CN(C)[CH:3]=[CH:4][C:5]([C:7]1[CH:8]=[C:9]([NH:13][C:14](=[O:25])[C:15]2[CH:20]=[CH:19][CH:18]=[C:17]([C:21]([F:24])([F:23])[F:22])[CH:16]=2)[CH:10]=[CH:11][CH:12]=1)=O.[NH2:27][C:28]1[NH:32][N:31]=[C:30]([C:33]2[CH:38]=[CH:37][N:36]=[C:35]([NH:39][C:40](=[O:45])[C:41]([CH3:44])([CH3:43])[CH3:42])[CH:34]=2)[CH:29]=1. Given the product [CH3:43][C:41]([CH3:42])([CH3:44])[C:40]([NH:39][C:35]1[CH:34]=[C:33]([C:30]2[CH:29]=[C:28]3[N:27]=[CH:3][CH:4]=[C:5]([C:7]4[CH:8]=[C:9]([NH:13][C:14](=[O:25])[C:15]5[CH:20]=[CH:19][CH:18]=[C:17]([C:21]([F:22])([F:23])[F:24])[CH:16]=5)[CH:10]=[CH:11][CH:12]=4)[N:32]3[N:31]=2)[CH:38]=[CH:37][N:36]=1)=[O:45], predict the reactants needed to synthesize it. (5) Given the product [Cl:13][C:14]1[CH:19]=[CH:18][C:17]([O:24][CH3:25])=[C:16]([NH:1][C:2]2[S:3][C:4]3[C:11](=[O:12])[CH2:10][CH2:9][CH2:8][CH2:7][C:5]=3[N:6]=2)[CH:15]=1, predict the reactants needed to synthesize it. The reactants are: [NH2:1][C:2]1[S:3][C:4]2[C:11](=[O:12])[CH2:10][CH2:9][CH2:8][CH2:7][C:5]=2[N:6]=1.[Cl:13][C:14]1[CH:15]=[CH:16][C:17]([O:24][CH3:25])=[C:18](NC(N)=S)[CH:19]=1. (6) Given the product [CH3:1][N:2]1[C:6]([CH2:7][CH2:8][C:9]([OH:11])=[O:10])=[CH:5][CH:4]=[N:3]1, predict the reactants needed to synthesize it. The reactants are: [CH3:1][N:2]1[C:6]([CH2:7][CH2:8][C:9]([O:11]CC)=[O:10])=[CH:5][CH:4]=[N:3]1.[OH-].[Na+]. (7) Given the product [C:28]([O:32][C:33](=[O:34])[NH:35][C@H:36]([C:37](=[O:38])[NH:7][CH2:5][CH2:4][CH2:3][CH2:2][CH3:1])[CH2:40][C:41]1[CH:46]=[CH:45][CH:44]=[C:43]([N:47]2[CH2:51][C:50](=[O:52])[N:49]([CH2:53][C:54]3[CH:55]=[CH:56][C:57]([O:60][CH3:61])=[CH:58][CH:59]=3)[S:48]2(=[O:62])=[O:63])[CH:42]=1)([CH3:29])([CH3:31])[CH3:30], predict the reactants needed to synthesize it. The reactants are: [CH:1]1[CH:2]=[CH:3][C:4]2N(O)N=[N:7][C:5]=2C=1.C(N)CCCC.CCN=C=NCCCN(C)C.[C:28]([O:32][C:33]([NH:35][C@@H:36]([CH2:40][C:41]1[CH:46]=[CH:45][CH:44]=[C:43]([N:47]2[CH2:51][C:50](=[O:52])[N:49]([CH2:53][C:54]3[CH:59]=[CH:58][C:57]([O:60][CH3:61])=[CH:56][CH:55]=3)[S:48]2(=[O:63])=[O:62])[CH:42]=1)[C:37](O)=[O:38])=[O:34])([CH3:31])([CH3:30])[CH3:29].